From a dataset of Forward reaction prediction with 1.9M reactions from USPTO patents (1976-2016). Predict the product of the given reaction. (1) Given the reactants [CH3:1][C@@:2]1([C:12](O)=[O:13])[CH2:6][CH2:5][C@H:4]([C:7](O)=[O:8])[C:3]1([CH3:11])[CH3:10].[H-].[H-].[H-].[H-].[Li+].[Al+3].C1COCC1, predict the reaction product. The product is: [CH3:1][C@@:2]1([CH2:12][OH:13])[CH2:6][CH2:5][C@H:4]([CH2:7][OH:8])[C:3]1([CH3:10])[CH3:11]. (2) Given the reactants O[CH:2]=[C:3]1[C:11]2[C:6](=[CH:7][C:8]([C:12]([C:14]3[CH:15]=[C:16]([NH:20][C:21]([C:23]4[N:24]([CH3:29])[N:25]=[C:26]([CH3:28])[CH:27]=4)=[O:22])[CH:17]=[CH:18][CH:19]=3)=[O:13])=[CH:9][CH:10]=2)[NH:5][C:4]1=[O:30].[N:31]1([CH2:36][CH2:37][NH:38][CH2:39][C:40]2[CH:45]=[CH:44][C:43]([NH2:46])=[CH:42][CH:41]=2)[CH2:35][CH2:34][CH2:33][CH2:32]1, predict the reaction product. The product is: [O:30]=[C:4]1[C:3](=[CH:2][NH:46][C:43]2[CH:44]=[CH:45][C:40]([CH2:39][NH:38][CH2:37][CH2:36][N:31]3[CH2:32][CH2:33][CH2:34][CH2:35]3)=[CH:41][CH:42]=2)[C:11]2[C:6](=[CH:7][C:8]([C:12]([C:14]3[CH:15]=[C:16]([NH:20][C:21]([C:23]4[N:24]([CH3:29])[N:25]=[C:26]([CH3:28])[CH:27]=4)=[O:22])[CH:17]=[CH:18][CH:19]=3)=[O:13])=[CH:9][CH:10]=2)[NH:5]1. (3) Given the reactants [OH:1][CH2:2][C:3]1[CH:26]=[CH:25][C:6]2[S:7][CH:8]=[C:9]([C:10]3[CH:15]=[CH:14][C:13]([O:16][CH2:17][CH2:18][CH2:19][S:20]([CH3:23])(=[O:22])=[O:21])=[CH:12][C:11]=3[CH3:24])[C:5]=2[CH:4]=1.O[C:28]1[CH:33]=[CH:32][C:31]([C@@H:34]([C:40]#[C:41][CH3:42])[CH2:35][C:36]([O:38][CH3:39])=[O:37])=[CH:30][CH:29]=1.C1C=CC(P(C2C=CC=CC=2)C2C=CC=CC=2)=CC=1.C1C=CC(COC(/N=N/C(OCC2C=CC=CC=2)=O)=O)=CC=1, predict the reaction product. The product is: [CH3:24][C:11]1[CH:12]=[C:13]([O:16][CH2:17][CH2:18][CH2:19][S:20]([CH3:23])(=[O:22])=[O:21])[CH:14]=[CH:15][C:10]=1[C:9]1[C:5]2[CH:4]=[C:3]([CH2:2][O:1][C:28]3[CH:33]=[CH:32][C:31]([C@@H:34]([C:40]#[C:41][CH3:42])[CH2:35][C:36]([O:38][CH3:39])=[O:37])=[CH:30][CH:29]=3)[CH:26]=[CH:25][C:6]=2[S:7][CH:8]=1.